Dataset: NCI-60 drug combinations with 297,098 pairs across 59 cell lines. Task: Regression. Given two drug SMILES strings and cell line genomic features, predict the synergy score measuring deviation from expected non-interaction effect. (1) Drug 1: C1=NNC2=C1C(=O)NC=N2. Drug 2: CN(C(=O)NC(C=O)C(C(C(CO)O)O)O)N=O. Cell line: MDA-MB-435. Synergy scores: CSS=1.97, Synergy_ZIP=1.62, Synergy_Bliss=4.62, Synergy_Loewe=-6.89, Synergy_HSA=-1.75. (2) Drug 1: CN1C2=C(C=C(C=C2)N(CCCl)CCCl)N=C1CCCC(=O)O.Cl. Drug 2: CCCCCOC(=O)NC1=NC(=O)N(C=C1F)C2C(C(C(O2)C)O)O. Cell line: SN12C. Synergy scores: CSS=0.432, Synergy_ZIP=-1.65, Synergy_Bliss=-4.42, Synergy_Loewe=-2.41, Synergy_HSA=-3.40. (3) Cell line: UO-31. Synergy scores: CSS=4.37, Synergy_ZIP=1.46, Synergy_Bliss=7.10, Synergy_Loewe=7.26, Synergy_HSA=8.07. Drug 2: CC1=CC2C(CCC3(C2CCC3(C(=O)C)OC(=O)C)C)C4(C1=CC(=O)CC4)C. Drug 1: CC1=C(C=C(C=C1)NC2=NC=CC(=N2)N(C)C3=CC4=NN(C(=C4C=C3)C)C)S(=O)(=O)N.Cl. (4) Drug 1: CC1CCC2CC(C(=CC=CC=CC(CC(C(=O)C(C(C(=CC(C(=O)CC(OC(=O)C3CCCCN3C(=O)C(=O)C1(O2)O)C(C)CC4CCC(C(C4)OC)OCCO)C)C)O)OC)C)C)C)OC. Drug 2: CN1C2=C(C=C(C=C2)N(CCCl)CCCl)N=C1CCCC(=O)O.Cl. Cell line: OVCAR-8. Synergy scores: CSS=24.9, Synergy_ZIP=-6.72, Synergy_Bliss=-0.396, Synergy_Loewe=-17.9, Synergy_HSA=0.944. (5) Drug 1: C1CN1C2=NC(=NC(=N2)N3CC3)N4CC4. Drug 2: N.N.Cl[Pt+2]Cl. Cell line: COLO 205. Synergy scores: CSS=43.8, Synergy_ZIP=-4.16, Synergy_Bliss=-0.894, Synergy_Loewe=-3.26, Synergy_HSA=4.90.